This data is from Full USPTO retrosynthesis dataset with 1.9M reactions from patents (1976-2016). The task is: Predict the reactants needed to synthesize the given product. Given the product [C:14]([OH:20])(=[O:19])[CH2:15][C:16]([OH:18])=[O:17].[NH:5]1[C:6]2[C:11](=[CH:10][CH:9]=[CH:8][CH:7]=2)[CH:12]=[CH:3][C:4]1=[O:13], predict the reactants needed to synthesize it. The reactants are: BrC[C:3]1[C:4](=[O:13])[NH:5][C:6]2[C:11]([CH:12]=1)=[CH:10][CH:9]=[CH:8][CH:7]=2.[C:14]([OH:20])(=[O:19])[CH2:15][C:16]([OH:18])=[O:17].C(C(CC)C(N)=O)C.[O-]CC.[Na+].